From a dataset of Catalyst prediction with 721,799 reactions and 888 catalyst types from USPTO. Predict which catalyst facilitates the given reaction. (1) Reactant: [CH3:1][O:2][C:3](=[O:65])[CH2:4][NH:5][C:6]([C:8]1([NH:11][C:12](=[O:64])[C@H:13]([NH:35][C:36](=[O:63])[C@H:37]([NH:45][C:46](OCC2C3C=CC=CC=3C3C2=CC=CC=3)=[O:47])[CH2:38][C:39]2[CH:44]=[CH:43][CH:42]=[CH:41][CH:40]=2)[CH2:14][S:15][C:16]([C:29]2[CH:34]=[CH:33][CH:32]=[CH:31][CH:30]=2)([C:23]2[CH:28]=[CH:27][CH:26]=[CH:25][CH:24]=2)[C:17]2[CH:22]=[CH:21][CH:20]=[CH:19][CH:18]=2)[CH2:10][CH2:9]1)=[O:7].N([CH2:69][CH3:70])CC.[OH:71][C@H:72](/[CH:77]=[CH:78]/[CH2:79][CH2:80][S:81][C:82](C1C=CC=CC=1)([C:89]1[CH:94]=[CH:93][CH:92]=[CH:91][CH:90]=1)[C:83]1[CH:88]=[CH:87][CH:86]=[CH:85][CH:84]=1)[CH2:73]C(O)=O.[CH2:101]1[CH2:105]N([P+](ON2N=NC3C=CC=CC2=3)(N2CCCC2)N2CCCC2)[CH2:103][CH2:102]1.F[P-](F)(F)(F)(F)F.C(N(C(C)C)C(C)C)C. Product: [CH3:1][O:2][C:3](=[O:65])[CH2:4][NH:5][C:6]([C:8]1([NH:11][C:12](=[O:64])[C@H:13]([NH:35][C:36](=[O:63])[C@H:37]([NH:45][C:46](=[O:47])[CH2:73][C@H:72]([OH:71])/[CH:77]=[CH:78]/[CH2:79][CH2:80][S:81][C:82]([C:70]2[CH:69]=[CH:103][CH:102]=[CH:101][CH:105]=2)([C:89]2[CH:90]=[CH:91][CH:92]=[CH:93][CH:94]=2)[C:83]2[CH:84]=[CH:85][CH:86]=[CH:87][CH:88]=2)[CH2:38][C:39]2[CH:40]=[CH:41][CH:42]=[CH:43][CH:44]=2)[CH2:14][S:15][C:16]([C:29]2[CH:34]=[CH:33][CH:32]=[CH:31][CH:30]=2)([C:23]2[CH:28]=[CH:27][CH:26]=[CH:25][CH:24]=2)[C:17]2[CH:18]=[CH:19][CH:20]=[CH:21][CH:22]=2)[CH2:9][CH2:10]1)=[O:7]. The catalyst class is: 496. (2) Reactant: [CH2:1]([O:8][C:9]([N:11]1[CH2:23][CH2:22][C:14]2[N:15]=[C:16]([S:20][CH3:21])[N:17]=[C:18](Cl)[C:13]=2[CH2:12]1)=[O:10])[C:2]1[CH:7]=[CH:6][CH:5]=[CH:4][CH:3]=1.[CH:24]1([C:27]2[NH:31][N:30]=[C:29]([NH2:32])[CH:28]=2)[CH2:26][CH2:25]1.C(N(CC)CC)C. Product: [CH2:1]([O:8][C:9]([N:11]1[CH2:23][CH2:22][C:14]2[N:15]=[C:16]([S:20][CH3:21])[N:17]=[C:18]([NH:32][C:29]3[CH:28]=[C:27]([CH:24]4[CH2:26][CH2:25]4)[NH:31][N:30]=3)[C:13]=2[CH2:12]1)=[O:10])[C:2]1[CH:7]=[CH:6][CH:5]=[CH:4][CH:3]=1. The catalyst class is: 37.